This data is from Catalyst prediction with 721,799 reactions and 888 catalyst types from USPTO. The task is: Predict which catalyst facilitates the given reaction. (1) Reactant: [H-].[Na+].[O:3]1[CH2:8][CH2:7][CH:6]([OH:9])[CH2:5][CH2:4]1.[Cl:10][C:11]1[C:16](Cl)=[N:15][CH:14]=[CH:13][N:12]=1. Product: [Cl:10][C:11]1[C:16]([O:9][CH:6]2[CH2:7][CH2:8][O:3][CH2:4][CH2:5]2)=[N:15][CH:14]=[CH:13][N:12]=1. The catalyst class is: 1. (2) Product: [Cl:1][C:2]1[CH:7]=[C:6]([F:8])[CH:5]=[CH:4][C:3]=1[CH:9]1[CH2:14][CH:13]([NH:15][C:16](=[O:23])[C:17]2[CH:22]=[CH:21][CH:20]=[CH:19][N:18]=2)[C:12](=[O:24])[CH2:11][CH2:10]1. The catalyst class is: 4. Reactant: [Cl:1][C:2]1[CH:7]=[C:6]([F:8])[CH:5]=[CH:4][C:3]=1[CH:9]1[CH2:14][CH:13]([NH:15][C:16](=[O:23])[C:17]2[CH:22]=[CH:21][CH:20]=[CH:19][N:18]=2)[CH:12]([OH:24])[CH2:11][CH2:10]1.CC(OI1(OC(C)=O)(OC(C)=O)OC(=O)C2C=CC=CC1=2)=O.